From a dataset of Full USPTO retrosynthesis dataset with 1.9M reactions from patents (1976-2016). Predict the reactants needed to synthesize the given product. (1) Given the product [N+:2]([NH:5][C:6]1[NH:8][C:12](=[O:11])[C:14]2[CH2:19][CH2:18][CH2:17][CH2:16][C:15]=2[N:7]=1)([O-:4])=[O:3], predict the reactants needed to synthesize it. The reactants are: [Na].[N+:2]([NH:5][C:6]([NH2:8])=[NH:7])([O-:4])=[O:3].CC[O:11][C:12]([CH:14]1[C:19](=O)[CH2:18][CH2:17][CH2:16][CH2:15]1)=O. (2) Given the product [C:1]([C:3]1[C:4]([C:23]2[N:27]=[CH:26][N:25]([CH3:29])[N:24]=2)=[C:5]([NH:8][C:9](=[O:22])[CH2:10][N:11]2[C:20]3[C:15](=[N:16][CH:17]=[CH:18][CH:19]=3)[CH2:14][CH2:13][C:12]2=[O:21])[S:6][CH:7]=1)#[N:2], predict the reactants needed to synthesize it. The reactants are: [C:1]([C:3]1[C:4]([C:23]2[N:27]=[CH:26][NH:25][N:24]=2)=[C:5]([NH:8][C:9](=[O:22])[CH2:10][N:11]2[C:20]3[C:15](=[N:16][CH:17]=[CH:18][CH:19]=3)[CH2:14][CH2:13][C:12]2=[O:21])[S:6][CH:7]=1)#[N:2].[Si](C=[N+]=[N-])(C)(C)[CH3:29]. (3) Given the product [CH3:3][S:4]([C:7]1[N:12]=[C:11]2[N:13]([CH3:29])[C:14](=[O:27])[N:15]([C:17]3[CH:22]=[C:21]([N+:23]([O-:25])=[O:24])[CH:20]=[CH:19][C:18]=3[CH3:26])[CH2:16][C:10]2=[CH:9][N:8]=1)(=[O:5])=[O:6], predict the reactants needed to synthesize it. The reactants are: [H-].[Na+].[CH3:3][S:4]([C:7]1[N:12]=[C:11]2[NH:13][C:14](=[O:27])[N:15]([C:17]3[CH:22]=[C:21]([N+:23]([O-:25])=[O:24])[CH:20]=[CH:19][C:18]=3[CH3:26])[CH2:16][C:10]2=[CH:9][N:8]=1)(=[O:6])=[O:5].I[CH3:29]. (4) The reactants are: [C:1]([N:4]1[C:13]2[C:8](=[CH:9][C:10]([NH2:14])=[CH:11][CH:12]=2)[C:7]([C:16]2[CH:21]=[CH:20][CH:19]=[CH:18][CH:17]=2)([CH3:15])[CH2:6][C:5]1([CH3:23])[CH3:22])(=[O:3])[CH3:2].[Cl:24][C:25]1[CH:33]=[CH:32][C:28]([C:29](Cl)=[O:30])=[CH:27][CH:26]=1.C(N(CC)C(C)C)(C)C. Given the product [C:1]([N:4]1[C:13]2[C:8](=[CH:9][C:10]([NH:14][C:29](=[O:30])[C:28]3[CH:32]=[CH:33][C:25]([Cl:24])=[CH:26][CH:27]=3)=[CH:11][CH:12]=2)[C:7]([C:16]2[CH:21]=[CH:20][CH:19]=[CH:18][CH:17]=2)([CH3:15])[CH2:6][C:5]1([CH3:23])[CH3:22])(=[O:3])[CH3:2], predict the reactants needed to synthesize it.